This data is from Reaction yield outcomes from USPTO patents with 853,638 reactions. The task is: Predict the reaction yield, written as a fraction of the theoretical maximum amount of product (1.0 means a 100% yield; for example, 0.34 means a 34% yield). (1) The reactants are Br[C:2]1[N:9]=[CH:8][CH:7]=[C:6]([Cl:10])[C:3]=1[CH:4]=[O:5].[C:11]1(=[O:24])[C:16]2[CH:17]=[C:18]3[N:23]([C:15]=2[CH2:14][CH2:13][NH:12]1)[CH2:22][CH2:21][CH2:20][CH2:19]3.CC1(C)C2C(=C(P(C3C=CC=CC=3)C3C=CC=CC=3)C=CC=2)OC2C(P(C3C=CC=CC=3)C3C=CC=CC=3)=CC=CC1=2.C([O-])(=O)C.[K+]. The catalyst is C1C=CC(/C=C/C(/C=C/C2C=CC=CC=2)=O)=CC=1.C1C=CC(/C=C/C(/C=C/C2C=CC=CC=2)=O)=CC=1.C1C=CC(/C=C/C(/C=C/C2C=CC=CC=2)=O)=CC=1.[Pd].[Pd].O1CCOCC1. The product is [Cl:10][C:6]1[C:3]([CH:4]=[O:5])=[C:2]([N:12]2[CH2:13][CH2:14][C:15]3[N:23]4[C:18]([CH2:19][CH2:20][CH2:21][CH2:22]4)=[CH:17][C:16]=3[C:11]2=[O:24])[N:9]=[CH:8][CH:7]=1. The yield is 0.500. (2) The reactants are Br[C:2]1[S:3][C:4]([C:15]2[N:19]=[CH:18][N:17]([CH:20]3[CH2:25][CH2:24][CH2:23][CH2:22][O:21]3)[N:16]=2)=[C:5]([CH2:7][C:8]2[CH:13]=[CH:12][C:11]([Cl:14])=[CH:10][CH:9]=2)[N:6]=1.C([Sn](CCCC)(CCCC)[C:31]1[CH:36]=[CH:35][N:34]=[CH:33][CH:32]=1)CCC.[Cl-].[Li+]. The catalyst is O1CCOCC1.[Cu]I.C1C=CC([P]([Pd]([P](C2C=CC=CC=2)(C2C=CC=CC=2)C2C=CC=CC=2)([P](C2C=CC=CC=2)(C2C=CC=CC=2)C2C=CC=CC=2)[P](C2C=CC=CC=2)(C2C=CC=CC=2)C2C=CC=CC=2)(C2C=CC=CC=2)C2C=CC=CC=2)=CC=1. The product is [Cl:14][C:11]1[CH:12]=[CH:13][C:8]([CH2:7][C:5]2[N:6]=[C:2]([C:31]3[CH:36]=[CH:35][N:34]=[CH:33][CH:32]=3)[S:3][C:4]=2[C:15]2[N:19]=[CH:18][N:17]([CH:20]3[CH2:25][CH2:24][CH2:23][CH2:22][O:21]3)[N:16]=2)=[CH:9][CH:10]=1. The yield is 0.730. (3) The reactants are [Cl:1][C:2]1[N:7]=[CH:6][C:5]([CH2:8][OH:9])=[CH:4][CH:3]=1.C(N(CC)CC)C.[CH3:17][S:18](Cl)(=[O:20])=[O:19]. The catalyst is ClCCl. The product is [CH3:17][S:18]([O:9][CH2:8][C:5]1[CH:6]=[N:7][C:2]([Cl:1])=[CH:3][CH:4]=1)(=[O:20])=[O:19]. The yield is 0.880. (4) The reactants are [N:1]1([C:7]2[C:8]3[N:28]=[C:27]([CH2:29][N:30]4[CH2:33][CH:32]([N:34]5[CH2:39][CH2:38][O:37][CH2:36][CH2:35]5)[CH2:31]4)[S:26][C:9]=3[N:10]=[C:11]([Sn](CCCC)(CCCC)CCCC)[N:12]=2)[CH2:6][CH2:5][O:4][CH2:3][CH2:2]1.I[C:41]1[C:49]2[C:44](=[CH:45][CH:46]=[CH:47][CH:48]=2)[NH:43][N:42]=1. The catalyst is O1CCOCC1.S1C=CC=C1C([O-])=O.[Cu+].C1C=CC([P]([Pd]([P](C2C=CC=CC=2)(C2C=CC=CC=2)C2C=CC=CC=2)([P](C2C=CC=CC=2)(C2C=CC=CC=2)C2C=CC=CC=2)[P](C2C=CC=CC=2)(C2C=CC=CC=2)C2C=CC=CC=2)(C2C=CC=CC=2)C2C=CC=CC=2)=CC=1. The product is [NH:43]1[C:44]2[C:49](=[CH:48][CH:47]=[CH:46][CH:45]=2)[C:41]([C:11]2[N:12]=[C:7]([N:1]3[CH2:6][CH2:5][O:4][CH2:3][CH2:2]3)[C:8]3[N:28]=[C:27]([CH2:29][N:30]4[CH2:31][CH:32]([N:34]5[CH2:39][CH2:38][O:37][CH2:36][CH2:35]5)[CH2:33]4)[S:26][C:9]=3[N:10]=2)=[N:42]1. The yield is 0.200.